Dataset: Catalyst prediction with 721,799 reactions and 888 catalyst types from USPTO. Task: Predict which catalyst facilitates the given reaction. (1) Reactant: [C:1]([O:5][C:6]([N:8]1[CH2:12][C@@H:11]([O:13][C:14]2[CH:19]=[CH:18][CH:17]=[CH:16][CH:15]=2)[CH2:10][C@H:9]1[CH2:20][OH:21])=[O:7])([CH3:4])([CH3:3])[CH3:2].CCN(CC)CC.CS(C)=O. Product: [C:1]([O:5][C:6]([N:8]1[CH2:12][C@@H:11]([O:13][C:14]2[CH:15]=[CH:16][CH:17]=[CH:18][CH:19]=2)[CH2:10][C@H:9]1[CH:20]=[O:21])=[O:7])([CH3:4])([CH3:3])[CH3:2]. The catalyst class is: 2. (2) Reactant: [CH3:1][C:2]1[CH:7]=[CH:6][C:5]([S:8]([O:11][CH2:12][C@@H:13]2[C@@H:17]([CH2:18]OS(C3C=CC(C)=CC=3)(=O)=O)[O:16][C:15]([CH3:31])([CH3:30])[O:14]2)(=[O:10])=[O:9])=[CH:4][CH:3]=1.[N-:32]=[N+:33]=[N-:34].[Na+]. Product: [CH3:1][C:2]1[CH:7]=[CH:6][C:5]([S:8]([O:11][CH2:12][C@@H:13]2[C@@H:17]([CH2:18][N:32]=[N+:33]=[N-:34])[O:16][C:15]([CH3:31])([CH3:30])[O:14]2)(=[O:10])=[O:9])=[CH:4][CH:3]=1. The catalyst class is: 3. (3) Reactant: [CH3:1][O:2][C:3]1[CH:8]=[CH:7][C:6]([CH2:9][C:10]([OH:12])=O)=[CH:5][CH:4]=1.S(Cl)(Cl)=O.[NH3:17]. Product: [CH3:1][O:2][C:3]1[CH:8]=[CH:7][C:6]([CH2:9][C:10]([NH2:17])=[O:12])=[CH:5][CH:4]=1. The catalyst class is: 2.